From a dataset of Catalyst prediction with 721,799 reactions and 888 catalyst types from USPTO. Predict which catalyst facilitates the given reaction. Reactant: FC1C=C(C=C(F)C=1)C[C@H]1[C@@H]([C@H]2CCCCN2C(C2C=CC=CC=2)C2C=CC=CC=2)OC(=O)N1.[F:35][C:36]1[CH:37]=[C:38]([CH:65]=[C:66]([F:68])[CH:67]=1)[CH2:39][C@H:40]1[C@@H:44]([C@H:45]2[CH2:50][O:49][CH2:48][CH2:47][N:46]2[CH:51]([C:58]2[CH:63]=[CH:62][CH:61]=[CH:60][CH:59]=2)[C:52]2[CH:57]=[CH:56][CH:55]=[CH:54][CH:53]=2)[O:43][C:42](=[O:64])[NH:41]1.FC1C=C(C=C(F)C=1)C[C@@H]([C@@H]([C@H]1C[C@@H](OCC=C)CN1C(OC(C)(C)C)=O)O)C(O)=O.C(=O)([O-])[O-].[K+].[K+].BrC(C1C=CC=CC=1)C1C=CC=CC=1. Product: [F:35][C:36]1[CH:37]=[C:38]([CH:65]=[C:66]([F:68])[CH:67]=1)[CH2:39][C@H:40]1[C@@H:44]([C@H:45]2[CH2:50][C@H:48]([OH:49])[CH2:47][N:46]2[CH:51]([C:52]2[CH:57]=[CH:56][CH:55]=[CH:54][CH:53]=2)[C:58]2[CH:63]=[CH:62][CH:61]=[CH:60][CH:59]=2)[O:43][C:42](=[O:64])[NH:41]1. The catalyst class is: 10.